Dataset: Reaction yield outcomes from USPTO patents with 853,638 reactions. Task: Predict the reaction yield, written as a fraction of the theoretical maximum amount of product (1.0 means a 100% yield; for example, 0.34 means a 34% yield). The reactants are [CH3:1][N:2]([C:4]([O:6][C:7]([CH3:10])([CH3:9])[CH3:8])=[O:5])[NH2:3].Cl.[C:12](=[NH:17])(OCC)[CH3:13].C(=O)([O-])[O-].[K+].[K+]. The catalyst is CN(C=O)C. The product is [C:7]([O:6][C:4]([N:2]([CH3:1])[NH:3][C:12](=[NH:17])[CH3:13])=[O:5])([CH3:10])([CH3:9])[CH3:8]. The yield is 0.590.